From a dataset of Catalyst prediction with 721,799 reactions and 888 catalyst types from USPTO. Predict which catalyst facilitates the given reaction. (1) Reactant: [NH2:1][C:2]1[C:11]2[C:6](=[CH:7][C:8]([F:12])=[CH:9][CH:10]=2)[C:5](C#N)=[CH:4][N:3]=1.C[Mg+].[Br-].CC[O:20][CH2:21][CH3:22].Cl.C([O-])(O)=O.[Na+]. Product: [NH2:1][C:2]1[C:11]2[C:6](=[CH:7][C:8]([F:12])=[CH:9][CH:10]=2)[C:5]([C:21](=[O:20])[CH3:22])=[CH:4][N:3]=1. The catalyst class is: 11. (2) Reactant: N([C:11]([N:13]1[CH2:18][CH2:17][CH2:16][CH2:15][CH2:14]1)=[O:12])=N[C:11]([N:13]1[CH2:18][CH2:17][CH2:16][CH2:15][CH2:14]1)=[O:12].[Cl:19][C:20]1[CH:39]=[CH:38][C:23]([NH:24][C:25]2[C:34]3[C:29](=[CH:30][C:31]([OH:37])=[C:32]([O:35][CH3:36])[CH:33]=3)[N:28]=[CH:27][N:26]=2)=[C:22]([F:40])[CH:21]=1.C(P(CCCC)CCCC)CCC.OCCN1CCCC1=O. Product: [ClH:19].[Cl:19][C:20]1[CH:39]=[CH:38][C:23]([NH:24][C:25]2[C:34]3[C:29](=[CH:30][C:31]([O:37][CH2:17][CH2:18][N:13]4[CH2:14][CH2:15][CH2:16][C:11]4=[O:12])=[C:32]([O:35][CH3:36])[CH:33]=3)[N:28]=[CH:27][N:26]=2)=[C:22]([F:40])[CH:21]=1. The catalyst class is: 158. (3) Reactant: [C:1]([Si:5]([O:8][C:9]1[CH:14]=[C:13]([CH3:15])[CH:12]=[C:11]([F:16])[CH:10]=1)([CH3:7])[CH3:6])([CH3:4])([CH3:3])[CH3:2].[Br:17]N1C(=O)CCC1=O.C(OCC)(=O)C.O. Product: [Br:17][C:12]1[C:13]([CH3:15])=[CH:14][C:9]([O:8][Si:5]([C:1]([CH3:4])([CH3:3])[CH3:2])([CH3:7])[CH3:6])=[CH:10][C:11]=1[F:16].[Br:17][C:14]1[C:13]([CH3:15])=[CH:12][C:11]([F:16])=[CH:10][C:9]=1[O:8][Si:5]([C:1]([CH3:4])([CH3:3])[CH3:2])([CH3:7])[CH3:6]. The catalyst class is: 1. (4) Reactant: [NH2:1][C:2]1[N:7]=[CH:6][C:5]([C:8]2[CH:28]=[CH:27][C:11]3[N:12]([C:23]([CH3:26])([CH3:25])[CH3:24])[C:13]([C:15]4[CH:22]=[CH:21][CH:20]=[CH:19][C:16]=4[C:17]#[N:18])=[N:14][C:10]=3[CH:9]=2)=[CH:4][N:3]=1.[NH2:29][OH:30]. Product: [NH2:1][C:2]1[N:3]=[CH:4][C:5]([C:8]2[CH:28]=[CH:27][C:11]3[N:12]([C:23]([CH3:24])([CH3:25])[CH3:26])[C:13]([C:15]4[CH:22]=[CH:21][CH:20]=[CH:19][C:16]=4[C:17]([NH:29][OH:30])=[NH:18])=[N:14][C:10]=3[CH:9]=2)=[CH:6][N:7]=1. The catalyst class is: 14.